This data is from Catalyst prediction with 721,799 reactions and 888 catalyst types from USPTO. The task is: Predict which catalyst facilitates the given reaction. (1) Reactant: Br[C:2]1[CH:3]=[CH:4][C:5]([O:28][CH3:29])=[C:6]([CH:27]=1)[CH2:7][CH2:8][O:9][Si](C(C)(C)C)(C1C=CC=CC=1)C1C=CC=CC=1.[C:30](=[O:33])([O-])[O-:31].[K+].[K+]. Product: [CH3:7][C:6]1[C:27]([C:2]2[CH:3]=[CH:4][C:5]([O:28][CH3:29])=[C:6]([CH2:7][CH2:8][OH:9])[CH:27]=2)=[CH:2][CH:3]=[CH:4][C:5]=1[C:30]([OH:31])=[O:33]. The catalyst class is: 11. (2) Reactant: CCO[CH:4]1[N:13](C(OCC)=O)C2C(=CC=CC=2)[CH:6]=[CH:5]1.[NH2:19][C@@H:20]1[C@H:24]([OH:25])[C@@H:23]([CH2:26][OH:27])[O:22][C@H:21]1[N:28]1[CH:35]=[CH:34][C:32](=[O:33])[NH:31][C:29]1=[O:30].[C:36](NCCC(O)=O)([O:38][CH2:39][CH:40]1[C:52]2[C:47](=[CH:48][CH:49]=[CH:50][CH:51]=2)[C:46]2[C:41]1=[CH:42][CH:43]=[CH:44][CH:45]=2)=[O:37].C[OH:60]. Product: [C:36]([N:19]([C@@H:20]1[C@H:24]([OH:25])[C@@H:23]([CH2:26][OH:27])[O:22][C@H:21]1[N:28]1[CH:35]=[CH:34][C:32](=[O:33])[NH:31][C:29]1=[O:30])[C:6](=[O:60])[CH2:5][CH2:4][NH2:13])([O:38][CH2:39][CH:40]1[C:52]2[C:47](=[CH:48][CH:49]=[CH:50][CH:51]=2)[C:46]2[C:41]1=[CH:42][CH:43]=[CH:44][CH:45]=2)=[O:37]. The catalyst class is: 4. (3) Reactant: Cl[C:2]1[C:3]([C:9]([NH2:11])=[O:10])=[N:4][CH:5]=[C:6]([Cl:8])[CH:7]=1.[CH:12]([NH2:15])([CH3:14])[CH3:13]. Product: [Cl:8][C:6]1[CH:7]=[C:2]([NH:15][CH:12]([CH3:14])[CH3:13])[C:3]([C:9]([NH2:11])=[O:10])=[N:4][CH:5]=1. The catalyst class is: 4. (4) Reactant: [C:1]([CH:3]([CH2:9][CH2:10]/[C:11](/[C:19]1[CH:24]=[CH:23][C:22]([F:25])=[CH:21][CH:20]=1)=[N:12]\[S@@:13]([C:15]([CH3:18])([CH3:17])[CH3:16])=[O:14])[C:4]([O:6][CH2:7][CH3:8])=[O:5])#[N:2].[BH4-].[Na+]. Product: [C:1]([CH:3]([CH2:9][CH2:10][C@H:11]([C:19]1[CH:24]=[CH:23][C:22]([F:25])=[CH:21][CH:20]=1)[NH:12][S@@:13]([C:15]([CH3:18])([CH3:16])[CH3:17])=[O:14])[C:4]([O:6][CH2:7][CH3:8])=[O:5])#[N:2]. The catalyst class is: 1. (5) Reactant: [Cl:1][C:2]1[CH:7]=[CH:6][C:5]([N:8]([CH2:33][CH:34]2[CH2:36][CH2:35]2)[C:9]2[CH:10]=[CH:11][C:12]([C:15]([C:17]3[CH:18]=[CH:19][C:20]([O:26][C:27]4[CH:32]=[CH:31][CH:30]=[CH:29][CH:28]=4)=[C:21]([CH:25]=3)[C:22]([OH:24])=[O:23])=O)=[N:13][CH:14]=2)=[CH:4][CH:3]=1.[CH3:37][O:38][NH2:39].Cl.CCO. Product: [Cl:1][C:2]1[CH:7]=[CH:6][C:5]([N:8]([CH2:33][CH:34]2[CH2:36][CH2:35]2)[C:9]2[CH:10]=[CH:11][C:12]([C:15](=[N:39][O:38][CH3:37])[C:17]3[CH:18]=[CH:19][C:20]([O:26][C:27]4[CH:32]=[CH:31][CH:30]=[CH:29][CH:28]=4)=[C:21]([CH:25]=3)[C:22]([OH:24])=[O:23])=[N:13][CH:14]=2)=[CH:4][CH:3]=1. The catalyst class is: 17. (6) Reactant: [OH:1][CH2:2][C@@H:3]1[CH2:7][S:6][C:5]([C:8]2[CH:13]=[CH:12][CH:11]=[CH:10][C:9]=2[OH:14])=[N:4]1.CCN(CC)CC.[Br:22][C:23]1[CH:28]=[CH:27][C:26]([C:29](Cl)=[O:30])=[CH:25][CH:24]=1. Product: [Br:22][C:23]1[CH:28]=[CH:27][C:26]([C:29]([O:1][CH2:2][C@@H:3]2[CH2:7][S:6][C:5]([C:8]3[CH:13]=[CH:12][CH:11]=[CH:10][C:9]=3[OH:14])=[N:4]2)=[O:30])=[CH:25][CH:24]=1. The catalyst class is: 2.